From a dataset of Full USPTO retrosynthesis dataset with 1.9M reactions from patents (1976-2016). Predict the reactants needed to synthesize the given product. (1) Given the product [CH3:1][N:2]([CH3:10])[C:3]1[CH:4]=[C:5]([CH:6]=[CH:7][CH:8]=1)[O:9][C:12]1[N:13]=[C:14]([OH:22])[C:15]2[CH:21]=[CH:20][N:19]=[CH:18][C:16]=2[N:17]=1, predict the reactants needed to synthesize it. The reactants are: [CH3:1][N:2]([CH3:10])[C:3]1[CH:4]=[C:5]([OH:9])[CH:6]=[CH:7][CH:8]=1.Cl[C:12]1[N:13]=[C:14]([OH:22])[C:15]2[CH:21]=[CH:20][N:19]=[CH:18][C:16]=2[N:17]=1. (2) Given the product [Br:1][C:2]1[C:3]([O:21][CH3:22])=[C:4]([C:10]([CH2:13][S:14][C:15]2[CH:20]=[CH:19][C:18]([F:38])=[CH:17][CH:16]=2)=[CH:11][CH:12]=1)[C:5]([O:7][CH3:8])=[O:6], predict the reactants needed to synthesize it. The reactants are: [Br:1][C:2]1[C:3]([O:21][CH3:22])=[C:4]([C:10]([CH2:13][S:14][C:15]2[CH:20]=[CH:19][CH:18]=[CH:17][CH:16]=2)=[CH:11][CH:12]=1)[C:5]([O:7][CH2:8]C)=[O:6].BrC1C(OC)=C(C(CBr)=CC=1)C(OC)=O.[F:38]C1C=CC(S)=CC=1.